Dataset: Full USPTO retrosynthesis dataset with 1.9M reactions from patents (1976-2016). Task: Predict the reactants needed to synthesize the given product. (1) Given the product [C:1]([N:18]([CH3:33])[C@H:19]([C:23]([NH:34][C@H:35]([C:43]([OH:45])=[O:44])[CH2:36][CH2:37][CH2:38][NH:39][C:40]([NH2:42])=[O:41])=[O:24])[CH:20]([CH3:21])[CH3:22])([O:3][CH2:4][CH:5]1[C:17]2[C:12](=[CH:13][CH:14]=[CH:15][CH:16]=2)[C:11]2[C:6]1=[CH:7][CH:8]=[CH:9][CH:10]=2)=[O:2], predict the reactants needed to synthesize it. The reactants are: [C:1]([N:18]([CH3:33])[C@H:19]([C:23](ON1C(=O)CCC1=O)=[O:24])[CH:20]([CH3:22])[CH3:21])([O:3][CH2:4][CH:5]1[C:17]2[C:12](=[CH:13][CH:14]=[CH:15][CH:16]=2)[C:11]2[C:6]1=[CH:7][CH:8]=[CH:9][CH:10]=2)=[O:2].[NH2:34][C@H:35]([C:43]([OH:45])=[O:44])[CH2:36][CH2:37][CH2:38][NH:39][C:40]([NH2:42])=[O:41].C([O-])(O)=O.[Na+]. (2) Given the product [C:1]1([C:7]2[O:8][C:9]([C:27]([F:28])([F:29])[F:30])=[C:10]([C:12]([NH:14][C:15]3[CH:20]=[CH:19][C:18]([N:21]4[CH2:26][CH2:25][N:24]([C:32]([O:34][CH2:35][CH2:36][O:37][CH3:38])=[O:33])[CH2:23][CH2:22]4)=[N:17][CH:16]=3)=[O:13])[N:11]=2)[CH:2]=[CH:3][CH:4]=[CH:5][CH:6]=1, predict the reactants needed to synthesize it. The reactants are: [C:1]1([C:7]2[O:8][C:9]([C:27]([F:30])([F:29])[F:28])=[C:10]([C:12]([NH:14][C:15]3[CH:16]=[N:17][C:18]([N:21]4[CH2:26][CH2:25][NH:24][CH2:23][CH2:22]4)=[CH:19][CH:20]=3)=[O:13])[N:11]=2)[CH:6]=[CH:5][CH:4]=[CH:3][CH:2]=1.Cl[C:32]([O:34][CH2:35][CH2:36][O:37][CH3:38])=[O:33]. (3) Given the product [CH:1]1([C:7]([C:9]2[CH:14]=[C:13]([OH:15])[CH:12]=[C:11]([Cl:26])[C:10]=2[O:27][CH3:32])=[O:8])[CH2:2][CH2:3][CH2:4][CH2:5][CH2:6]1, predict the reactants needed to synthesize it. The reactants are: [CH:1]1([C:7]([C:9]2[CH:14]=[C:13]([O:15][Si](C(C)C)(C(C)C)C(C)C)[CH:12]=[C:11]([Cl:26])[C:10]=2[OH:27])=[O:8])[CH2:6][CH2:5][CH2:4][CH2:3][CH2:2]1.S(OC)(O[CH3:32])(=O)=O.[OH-].[Na+]. (4) Given the product [Cl:32][C:19]1[CH:20]=[C:21]([C:22]2[CH:27]=[CH:26][CH:25]=[C:24]([O:28][CH3:29])[C:23]=2[O:30][CH3:31])[C:15]2[O:14][CH:13]([CH2:12][NH:34][CH3:33])[CH2:17][C:16]=2[CH:18]=1, predict the reactants needed to synthesize it. The reactants are: CC1C=CC(S(O[CH2:12][CH:13]2[CH2:17][C:16]3[CH:18]=[C:19]([Cl:32])[CH:20]=[C:21]([C:22]4[CH:27]=[CH:26][CH:25]=[C:24]([O:28][CH3:29])[C:23]=4[O:30][CH3:31])[C:15]=3[O:14]2)(=O)=O)=CC=1.[CH3:33][NH2:34]. (5) Given the product [CH3:20][C:17]1[N:16]([CH2:11][C:1]23[CH2:8][CH:7]4[CH2:6][CH:5]([CH2:4][CH:3]([CH2:9]4)[O:28]2)[CH2:10]3)[C:15]([C:13]#[N:14])=[CH:19][CH:18]=1, predict the reactants needed to synthesize it. The reactants are: [C:1]12([CH2:11]O)[CH2:10][CH:5]3[CH2:6][CH:7]([CH2:9][CH:3]([CH2:4]3)C1)[CH2:8]2.[C:13]([C:15]1[NH:16][C:17]([CH3:20])=[CH:18][CH:19]=1)#[N:14].CC1C(B2OC(C)(C)C(C)(C)[O:28]2)=C(C)NN=1. (6) Given the product [CH2:1]([C:12]1[S:16][C:15]2[CH:17]=[C:18]([O:21][CH3:22])[CH:19]=[CH:20][C:14]=2[C:13]=1[C:23]([C:25]1[CH:30]=[CH:29][C:28]([O:31][CH2:32][CH2:33][N:34]2[CH2:39][CH2:38][CH2:37][CH2:36][CH2:35]2)=[CH:27][CH:26]=1)=[O:24])[C:2]1[CH:7]=[CH:6][CH:5]=[CH:4][CH:3]=1, predict the reactants needed to synthesize it. The reactants are: [CH2:1]([Mg]Br)[C:2]1[CH:7]=[CH:6][CH:5]=[CH:4][CH:3]=1.CN(C)[C:12]1[S:16][C:15]2[CH:17]=[C:18]([O:21][CH3:22])[CH:19]=[CH:20][C:14]=2[C:13]=1[C:23]([C:25]1[CH:30]=[CH:29][C:28]([O:31][CH2:32][CH2:33][N:34]2[CH2:39][CH2:38][CH2:37][CH2:36][CH2:35]2)=[CH:27][CH:26]=1)=[O:24]. (7) Given the product [F:18][C:19]1[CH:20]=[C:21]([C:31](=[O:33])[CH3:32])[CH:22]=[CH:23][C:24]=1[N:25]1[CH2:30][CH2:29][N:28]([C:7](=[O:9])[C:6]2[CH:10]=[C:11]([S:14]([CH3:17])(=[O:16])=[O:15])[CH:12]=[CH:13][C:5]=2[S:4][CH:1]([CH3:2])[CH3:3])[CH2:27][CH2:26]1, predict the reactants needed to synthesize it. The reactants are: [CH:1]([S:4][C:5]1[CH:13]=[CH:12][C:11]([S:14]([CH3:17])(=[O:16])=[O:15])=[CH:10][C:6]=1[C:7]([OH:9])=O)([CH3:3])[CH3:2].[F:18][C:19]1[CH:20]=[C:21]([C:31](=[O:33])[CH3:32])[CH:22]=[CH:23][C:24]=1[N:25]1[CH2:30][CH2:29][NH:28][CH2:27][CH2:26]1. (8) Given the product [CH2:1]1[N:16]2[C:17]3[C:8]([C:9](=[O:18])[C:10]4[CH:11]=[CH:12][CH:13]=[CH:14][C:15]=42)=[CH:7][CH:6]=[CH:5][C:4]=3[C:3](=[O:19])[NH:2]1, predict the reactants needed to synthesize it. The reactants are: [CH:1]1[N:16]2[C:17]3[C:8]([C:9](=[O:18])[C:10]4[CH:11]=[CH:12][CH:13]=[CH:14][C:15]=42)=[CH:7][CH:6]=[CH:5][C:4]=3[C:3](=[O:19])[N:2]=1. (9) Given the product [CH3:20][C:18]1[N:17]=[C:16]([O:21][C:22]2[CH:48]=[CH:47][CH:46]=[CH:45][C:23]=2[CH2:24][NH:25][C:26]([NH:28][C:29]2[N:33]([C:34]3[CH:35]=[CH:36][C:37]([CH3:40])=[CH:38][CH:39]=3)[N:32]=[C:31]([C:41]([CH3:44])([CH3:43])[CH3:42])[CH:30]=2)=[O:27])[CH:15]=[C:14]([N:1]2[CH2:6][CH2:5][O:4][CH2:3][CH2:2]2)[N:19]=1, predict the reactants needed to synthesize it. The reactants are: [NH:1]1[CH2:6][CH2:5][O:4][CH2:3][CH2:2]1.C(=O)([O-])[O-].[Na+].[Na+].Cl[C:14]1[N:19]=[C:18]([CH3:20])[N:17]=[C:16]([O:21][C:22]2[CH:48]=[CH:47][CH:46]=[CH:45][C:23]=2[CH2:24][NH:25][C:26]([NH:28][C:29]2[N:33]([C:34]3[CH:39]=[CH:38][C:37]([CH3:40])=[CH:36][CH:35]=3)[N:32]=[C:31]([C:41]([CH3:44])([CH3:43])[CH3:42])[CH:30]=2)=[O:27])[CH:15]=1. (10) Given the product [CH2:15]([NH:14][C:12]([NH:11][C:9]1[N:10]=[C:4]2[CH:3]=[C:2]([C:25]3[CH:26]=[N:27][C:28]([O:20][CH3:17])=[CH:29][CH:30]=3)[CH:7]=[CH:6][N:5]2[N:8]=1)=[O:13])[CH3:16], predict the reactants needed to synthesize it. The reactants are: Br[C:2]1[CH:7]=[CH:6][N:5]2[N:8]=[C:9]([NH:11][C:12]([NH:14][CH2:15][CH3:16])=[O:13])[N:10]=[C:4]2[CH:3]=1.[C:17]([O-:20])([O-])=O.[Na+].[Na+].CO[C:25]1[CH:26]=[N:27][CH:28]=[C:29](B(O)O)[CH:30]=1.